This data is from Forward reaction prediction with 1.9M reactions from USPTO patents (1976-2016). The task is: Predict the product of the given reaction. Given the reactants [C:1]1(C)[CH:6]=[CH:5][CH:4]=[C:3]([O:7][C:8]2[CH:19]=[C:18]3[C:11]([NH:12][CH:13]=[C:14]3[CH2:15][CH2:16][NH2:17])=[CH:10][CH:9]=2)[CH:2]=1.[O:21]=[C:22]([C:24](=[O:26])[OH:25])[OH:23], predict the reaction product. The product is: [C:24]([OH:26])(=[O:25])[C:22]([OH:23])=[O:21].[O:7]([C:8]1[CH:19]=[C:18]2[C:11]([NH:12][CH:13]=[C:14]2[CH2:15][CH2:16][NH2:17])=[CH:10][CH:9]=1)[C:3]1[CH:4]=[CH:5][CH:6]=[CH:1][CH:2]=1.